This data is from Full USPTO retrosynthesis dataset with 1.9M reactions from patents (1976-2016). The task is: Predict the reactants needed to synthesize the given product. (1) Given the product [CH3:1][C:2]1[CH:7]=[CH:6][N:5]=[C:4]([NH:9][C:10]2[S:11][CH:12]=[CH:13][N:14]=2)[CH:3]=1, predict the reactants needed to synthesize it. The reactants are: [CH3:1][C:2]1[CH:7]=[CH:6][N:5]=[C:4](Cl)[CH:3]=1.[NH2:9][C:10]1[S:11][CH:12]=[CH:13][N:14]=1.C(=O)([O-])[O-].[Na+].[Na+]. (2) Given the product [CH:26]([O:1][CH:2]([CH3:3])[CH3:25])([CH3:27])[CH3:30].[OH:1][C:2]1[CH:25]=[CH:24][C:5]2[NH:6][C:7]([C:9]3[C:21]4[C:20]5[C:15](=[CH:16][CH:17]=[CH:18][CH:19]=5)[CH:14]([NH2:22])[C:13]=4[CH:12]=[CH:11][CH:10]=3)=[N:8][C:4]=2[CH:3]=1, predict the reactants needed to synthesize it. The reactants are: [OH:1][C:2]1[CH:25]=[CH:24][C:5]2[NH:6][C:7]([C:9]3[C:21]4[C:20]5[C:15](=[CH:16][CH:17]=[CH:18][CH:19]=5)[C:14](=[N:22]O)[C:13]=4[CH:12]=[CH:11][CH:10]=3)=[N:8][C:4]=2[CH:3]=1.[C:26](O)(=O)[CH3:27].[CH2:30](O)C. (3) Given the product [ClH:1].[ClH:62].[C:16]([C:11]1[CH:12]=[N:13][C:14]2[C:9]([C:10]=1[NH:18][C:19]1[CH:24]=[CH:23][C:22]([C:25]#[C:26][CH2:27][O:28][CH3:29])=[C:21]3[O:30][CH2:31][O:32][C:20]=13)=[CH:8][C:7]([O:33][CH3:34])=[C:6]([O:5][CH2:4][CH2:3][CH2:2][N:48]1[CH2:49][CH2:50][N:45]([CH2:44][CH2:43][F:42])[CH2:46][CH2:47]1)[CH:15]=2)#[N:17], predict the reactants needed to synthesize it. The reactants are: [Cl:1][CH2:2][CH2:3][CH2:4][O:5][C:6]1[CH:15]=[C:14]2[C:9]([C:10]([NH:18][C:19]3[CH:24]=[CH:23][C:22]([C:25]#[C:26][CH2:27][O:28][CH3:29])=[C:21]4[O:30][CH2:31][O:32][C:20]=34)=[C:11]([C:16]#[N:17])[CH:12]=[N:13]2)=[CH:8][C:7]=1[O:33][CH3:34].FC(F)(F)C(O)=O.[F:42][CH2:43][CH2:44][N:45]1[CH2:50][CH2:49][NH:48][CH2:47][CH2:46]1.C(N(C(C)C)CC)(C)C.[I-].[Na+].[ClH:62]. (4) Given the product [Cl:8][C:9]1[CH:10]=[C:11]([C:19]2[O:23][N:22]=[C:21]([C:24]3[CH:25]=[CH:26][C:27]4[CH:33]([CH2:34][CH2:35][C:36]([O:38][CH3:39])=[O:37])[NH:32][CH2:31][CH2:30][CH2:29][C:28]=4[CH:47]=3)[N:20]=2)[CH:12]=[CH:13][C:14]=1[O:15][CH:16]([CH3:18])[CH3:17], predict the reactants needed to synthesize it. The reactants are: FC(F)(F)C(O)=O.[Cl:8][C:9]1[CH:10]=[C:11]([C:19]2[O:23][N:22]=[C:21]([C:24]3[CH:25]=[CH:26][C:27]4[CH:33]([CH2:34][CH2:35][C:36]([O:38][CH3:39])=[O:37])[N:32](C(OC(C)(C)C)=O)[CH2:31][CH2:30][CH2:29][C:28]=4[CH:47]=3)[N:20]=2)[CH:12]=[CH:13][C:14]=1[O:15][CH:16]([CH3:18])[CH3:17].